This data is from Full USPTO retrosynthesis dataset with 1.9M reactions from patents (1976-2016). The task is: Predict the reactants needed to synthesize the given product. The reactants are: C[O:2][C:3](=[O:36])[CH2:4][C:5]1[CH:10]=[CH:9][CH:8]=[C:7]([C:11]2[C:15]([C:16](=[O:29])[NH:17][CH2:18][CH2:19][O:20][C:21]3[CH:26]=[CH:25][C:24]([Cl:27])=[CH:23][C:22]=3[Cl:28])=[C:14]([C:30]3[CH:35]=[CH:34][CH:33]=[CH:32][CH:31]=3)[O:13][N:12]=2)[CH:6]=1.[Li+].[OH-]. Given the product [Cl:28][C:22]1[CH:23]=[C:24]([Cl:27])[CH:25]=[CH:26][C:21]=1[O:20][CH2:19][CH2:18][NH:17][C:16]([C:15]1[C:11]([C:7]2[CH:8]=[CH:9][CH:10]=[C:5]([CH2:4][C:3]([OH:36])=[O:2])[CH:6]=2)=[N:12][O:13][C:14]=1[C:30]1[CH:35]=[CH:34][CH:33]=[CH:32][CH:31]=1)=[O:29], predict the reactants needed to synthesize it.